From a dataset of Forward reaction prediction with 1.9M reactions from USPTO patents (1976-2016). Predict the product of the given reaction. (1) Given the reactants [S:1]1[CH2:6][CH:5]=[C:4]([C:7]2[C:12]([F:13])=[CH:11][C:10]([N:14]3C(C)=CC=C3C)=[CH:9][C:8]=2[F:21])[CH2:3][CH2:2]1.Cl.NO.C(N(CC)CC)C, predict the reaction product. The product is: [S:1]1[CH2:2][CH:3]=[C:4]([C:7]2[C:8]([F:21])=[CH:9][C:10]([NH2:14])=[CH:11][C:12]=2[F:13])[CH2:5][CH2:6]1. (2) Given the reactants [CH3:1][N:2]1[C:6]([CH:7]=[O:8])=[C:5]([N+:9]([O-:11])=[O:10])[CH:4]=[N:3]1.[CH2:12]([Si:14]([CH2:24][CH3:25])([CH2:22][CH3:23])[O:15][C:16](/[C:18](/[CH3:21])=[CH:19]/[CH3:20])=[CH2:17])[CH3:13], predict the reaction product. The product is: [CH3:21][C:18]1[CH:19]([CH3:20])[O:8][CH:7]([C:6]2[N:2]([CH3:1])[N:3]=[CH:4][C:5]=2[N+:9]([O-:11])=[O:10])[CH2:17][C:16]=1[O:15][Si:14]([CH2:22][CH3:23])([CH2:12][CH3:13])[CH2:24][CH3:25]. (3) The product is: [F:39][C:38]([F:41])([F:40])[C:36]([OH:42])=[O:37].[CH3:1][O:2][C:3](=[O:35])[C@@H:4]([NH:14][C:15]([C:17]1[S:18][C:19]([C:24](=[O:34])[NH:25][CH2:26][C:27]2[CH:32]=[CH:31][CH:30]=[C:29]([OH:33])[CH:28]=2)=[CH:20][C:21]=1[CH2:22][CH3:23])=[O:16])[CH2:5][NH2:6]. Given the reactants [CH3:1][O:2][C:3](=[O:35])[C@@H:4]([NH:14][C:15]([C:17]1[S:18][C:19]([C:24](=[O:34])[NH:25][CH2:26][C:27]2[CH:32]=[CH:31][CH:30]=[C:29]([OH:33])[CH:28]=2)=[CH:20][C:21]=1[CH2:22][CH3:23])=[O:16])[CH2:5][NH:6]C(OC(C)(C)C)=O.[C:36]([OH:42])([C:38]([F:41])([F:40])[F:39])=[O:37], predict the reaction product. (4) Given the reactants [CH2:1]([N:8]1[CH2:12][CH:11]([C:13]2[CH:18]=[CH:17][CH:16]=[CH:15][CH:14]=2)[CH:10]([N+:19]([O-])=O)[CH2:9]1)[C:2]1[CH:7]=[CH:6][CH:5]=[CH:4][CH:3]=1.O.O.Cl[Sn]Cl.C([O-])(O)=O.[Na+], predict the reaction product. The product is: [CH2:1]([N:8]1[CH2:12][CH:11]([C:13]2[CH:14]=[CH:15][CH:16]=[CH:17][CH:18]=2)[CH:10]([NH2:19])[CH2:9]1)[C:2]1[CH:3]=[CH:4][CH:5]=[CH:6][CH:7]=1.